Dataset: Forward reaction prediction with 1.9M reactions from USPTO patents (1976-2016). Task: Predict the product of the given reaction. (1) Given the reactants C([N:5]1[C:14]2[C:9](=[CH:10][C:11]([F:18])=[C:12]([F:17])[C:13]=2[O:15][CH3:16])[C:8](=[O:19])[C:7]([C:20]([O:22][CH2:23][CH3:24])=[O:21])=[CH:6]1)(C)(C)C, predict the reaction product. The product is: [F:18][C:11]1[CH:10]=[C:9]2[C:14](=[C:13]([O:15][CH3:16])[C:12]=1[F:17])[NH:5][CH:6]=[C:7]([C:20]([O:22][CH2:23][CH3:24])=[O:21])[C:8]2=[O:19]. (2) Given the reactants [F:1][C:2]([F:7])([F:6])[C:3]([OH:5])=[O:4].FC(F)(F)C(O)=O.[Cl:15][C:16]1[CH:17]=[N:18][C:19]2[NH:20][C:21]3[CH:22]=[CH:23][CH:24]=[C:25]([CH:45]=3)[CH2:26][CH2:27][C:28]3[CH:36]=[C:32]([NH:33][C:34]=1[N:35]=2)[CH:31]=[CH:30][C:29]=3[NH:37][C:38]([C@@H:40]1[CH2:44][CH2:43][CH2:42][NH:41]1)=[O:39].[C:46]1([N:52]=[C:53]=[O:54])[CH:51]=[CH:50][CH:49]=[CH:48][CH:47]=1, predict the reaction product. The product is: [F:1][C:2]([F:7])([F:6])[C:3]([OH:5])=[O:4].[Cl:15][C:16]1[CH:17]=[N:18][C:19]2[NH:20][C:21]3[CH:22]=[CH:23][CH:24]=[C:25]([CH:45]=3)[CH2:26][CH2:27][C:28]3[CH:36]=[C:32]([NH:33][C:34]=1[N:35]=2)[CH:31]=[CH:30][C:29]=3[NH:37][C:38]([C@@H:40]1[CH2:44][CH2:43][CH2:42][N:41]1[C:53]([NH:52][C:46]1[CH:51]=[CH:50][CH:49]=[CH:48][CH:47]=1)=[O:54])=[O:39]. (3) Given the reactants O.NN.[O:4]([N:11]1C(=O)C2[C:13](=CC=CC=2)[C:12]1=O)[C:5]1[CH:10]=[CH:9][CH:8]=[CH:7][CH:6]=1.[N:22]1[C:31]2[C:26](=[CH:27][C:28]([CH2:32][C:33]3[N:37]4[N:38]=[C:39](C(=O)C)[CH:40]=[CH:41][C:36]4=[N:35][N:34]=3)=[CH:29][CH:30]=2)[CH:25]=[CH:24][CH:23]=1.Cl, predict the reaction product. The product is: [C:5]1([O:4]/[N:11]=[C:12](/[C:39]2[CH:40]=[CH:41][C:36]3[N:37]([C:33]([CH2:32][C:28]4[CH:27]=[C:26]5[C:31](=[CH:30][CH:29]=4)[N:22]=[CH:23][CH:24]=[CH:25]5)=[N:34][N:35]=3)[N:38]=2)\[CH3:13])[CH:10]=[CH:9][CH:8]=[CH:7][CH:6]=1. (4) Given the reactants Cl[C:2]1[C:11]2[C:6](=[CH:7][CH:8]=[CH:9][CH:10]=2)[C:5]([CH2:12][C:13]2[CH:18]=[CH:17][N:16]=[CH:15][CH:14]=2)=[N:4][N:3]=1.[C:19]([CH:23]1[CH2:28][CH2:27][CH:26]([NH2:29])[CH2:25][CH2:24]1)([CH3:22])([CH3:21])[CH3:20].C(=O)([O-])O.[Na+], predict the reaction product. The product is: [C:19]([C@@H:23]1[CH2:24][CH2:25][C@H:26]([NH:29][C:2]2[C:11]3[C:6](=[CH:7][CH:8]=[CH:9][CH:10]=3)[C:5]([CH2:12][C:13]3[CH:18]=[CH:17][N:16]=[CH:15][CH:14]=3)=[N:4][N:3]=2)[CH2:27][CH2:28]1)([CH3:22])([CH3:20])[CH3:21].